Dataset: Full USPTO retrosynthesis dataset with 1.9M reactions from patents (1976-2016). Task: Predict the reactants needed to synthesize the given product. (1) The reactants are: Cl[CH2:2][C:3]1[N:8]=[C:7]([C:9]([NH:11][C:12]2[CH:17]=[CH:16][C:15]([N:18]3[CH2:23][CH2:22][CH2:21][CH2:20][CH2:19]3)=[CH:14][C:13]=2[C:24]2[CH:29]=[C:28]([C:30](=[O:43])[NH:31][CH2:32][C:33]3[CH:38]=[CH:37][CH:36]=[C:35]([C:39]([F:42])([F:41])[F:40])[CH:34]=3)[CH:27]=[CH:26][N:25]=2)=[O:10])[CH:6]=[CH:5][CH:4]=1.[N:44]1([C:50](=[O:52])[CH3:51])[CH2:49][CH2:48][NH:47][CH2:46][CH2:45]1.C(=O)([O-])[O-].[K+].[K+].[I-].[K+]. Given the product [C:50]([N:44]1[CH2:49][CH2:48][N:47]([CH2:2][C:3]2[N:8]=[C:7]([C:9]([NH:11][C:12]3[CH:17]=[CH:16][C:15]([N:18]4[CH2:23][CH2:22][CH2:21][CH2:20][CH2:19]4)=[CH:14][C:13]=3[C:24]3[CH:29]=[C:28]([C:30](=[O:43])[NH:31][CH2:32][C:33]4[CH:38]=[CH:37][CH:36]=[C:35]([C:39]([F:42])([F:41])[F:40])[CH:34]=4)[CH:27]=[CH:26][N:25]=3)=[O:10])[CH:6]=[CH:5][CH:4]=2)[CH2:46][CH2:45]1)(=[O:52])[CH3:51], predict the reactants needed to synthesize it. (2) Given the product [Br:1][C:2]1[CH:11]=[CH:10][C:5]([C:6]([O:8][CH3:9])=[O:7])=[CH:4][C:3]=1[CH2:12][Br:20], predict the reactants needed to synthesize it. The reactants are: [Br:1][C:2]1[CH:11]=[CH:10][C:5]([C:6]([O:8][CH3:9])=[O:7])=[CH:4][C:3]=1[CH3:12].C1C(=O)N([Br:20])C(=O)C1.O. (3) Given the product [Br:25][C:3]1[CH:2]=[N:1][C:10]2[C:5]([CH:4]=1)=[CH:6][C:7]([O:11][S:12]([C:15]([F:18])([F:16])[F:17])(=[O:13])=[O:14])=[CH:8][CH:9]=2, predict the reactants needed to synthesize it. The reactants are: [N:1]1[C:10]2[C:5](=[CH:6][C:7]([O:11][S:12]([C:15]([F:18])([F:17])[F:16])(=[O:14])=[O:13])=[CH:8][CH:9]=2)[CH:4]=[CH:3][CH:2]=1.N1C=CC=CC=1.[Br:25]Br. (4) The reactants are: C([O:5][C:6](=[O:34])[C@@H:7]([NH:26]C(OC(C)(C)C)=O)[CH2:8][CH2:9][CH:10]([CH2:18][C:19]1[CH:24]=[CH:23][C:22]([OH:25])=[CH:21][CH:20]=1)[C:11]([O:13]C(C)(C)C)=[O:12])(C)(C)C. Given the product [NH2:26][C@@H:7]([CH2:8][CH2:9][CH:10]([CH2:18][C:19]1[CH:20]=[CH:21][C:22]([OH:25])=[CH:23][CH:24]=1)[C:11]([OH:13])=[O:12])[C:6]([OH:34])=[O:5], predict the reactants needed to synthesize it. (5) Given the product [Cl:1][C:2]1[N:7]=[C:6]2[NH:8][C:9](=[O:43])[C@@:10]3([C@H:29]([CH2:30][C:31]([CH3:34])([CH3:32])[CH3:33])[N:13]4[CH2:14][N:15]([C:18]5[CH:26]=[CH:25][C:21]([C:22]([NH2:45])=[O:24])=[CH:20][C:19]=5[O:27][CH3:28])[C:16](=[O:17])[C@H:12]4[C@@H:11]3[C:35]3[CH:40]=[CH:39][CH:38]=[C:37]([Cl:41])[C:36]=3[F:42])[C:5]2=[CH:4][CH:3]=1, predict the reactants needed to synthesize it. The reactants are: [Cl:1][C:2]1[N:7]=[C:6]2[NH:8][C:9](=[O:43])[C@@:10]3([C@H:29]([CH2:30][C:31]([CH3:34])([CH3:33])[CH3:32])[N:13]4[CH2:14][N:15]([C:18]5[CH:26]=[CH:25][C:21]([C:22]([OH:24])=O)=[CH:20][C:19]=5[O:27][CH3:28])[C:16](=[O:17])[C@H:12]4[C@@H:11]3[C:35]3[CH:40]=[CH:39][CH:38]=[C:37]([Cl:41])[C:36]=3[F:42])[C:5]2=[CH:4][CH:3]=1.[OH-].[NH4+:45]. (6) Given the product [C:1]([O:6][CH2:7][CH2:8][OH:9])(=[O:5])[C:2]([CH3:4])=[CH2:3], predict the reactants needed to synthesize it. The reactants are: [C:1]([O:6][CH2:7][CH2:8][O:9]C(=O)C(C)=C)(=[O:5])[C:2]([CH3:4])=[CH2:3].C(OOC(=O)C1C=CC=CC=1)(=O)C1C=CC=CC=1. (7) The reactants are: [ClH:1].C([N:9]1[CH2:14][CH2:13][CH:12]([CH2:15][C:16]2[CH:21]=[CH:20][CH:19]=[CH:18][CH:17]=2)[C:11](=[O:22])[CH2:10]1)C1C=CC=CC=1. Given the product [ClH:1].[CH2:15]([CH:12]1[CH2:13][CH2:14][NH:9][CH2:10][C:11]1=[O:22])[C:16]1[CH:17]=[CH:18][CH:19]=[CH:20][CH:21]=1, predict the reactants needed to synthesize it. (8) Given the product [Cl:14][C:15]1[CH:35]=[CH:34][C:33]([O:36][C@H:37]([CH:42]([CH3:44])[CH3:43])[C:38]([O:40][CH3:41])=[O:39])=[CH:32][C:16]=1[CH2:17][N:18]1[C:26]2[C:21](=[CH:22][C:23]([C:27](=[O:28])[NH:13][C@H:11]([C:7]3[CH:8]=[CH:9][CH:10]=[C:5]([CH:2]([CH3:4])[CH3:3])[CH:6]=3)[CH3:12])=[CH:24][CH:25]=2)[C:20]([CH3:30])=[C:19]1[CH3:31], predict the reactants needed to synthesize it. The reactants are: Cl.[CH:2]([C:5]1[CH:6]=[C:7]([C@@H:11]([NH2:13])[CH3:12])[CH:8]=[CH:9][CH:10]=1)([CH3:4])[CH3:3].[Cl:14][C:15]1[CH:35]=[CH:34][C:33]([O:36][C@H:37]([CH:42]([CH3:44])[CH3:43])[C:38]([O:40][CH3:41])=[O:39])=[CH:32][C:16]=1[CH2:17][N:18]1[C:26]2[C:21](=[CH:22][C:23]([C:27](O)=[O:28])=[CH:24][CH:25]=2)[C:20]([CH3:30])=[C:19]1[CH3:31]. (9) Given the product [OH:24][CH2:23][CH2:22][CH2:21][C:18]1[CH:17]=[CH:16][C:15]([CH:12]2[C:11]3[C:28]([CH3:29])=[C:7]([NH:6][C:4](=[O:5])[CH2:3][C:2]([CH3:1])([CH3:33])[CH3:32])[C:8]([CH3:31])=[C:9]([CH3:30])[C:10]=3[O:14][CH2:13]2)=[CH:20][CH:19]=1, predict the reactants needed to synthesize it. The reactants are: [CH3:1][C:2]([CH3:33])([CH3:32])[CH2:3][C:4]([NH:6][C:7]1[C:8]([CH3:31])=[C:9]([CH3:30])[C:10]2[O:14][CH2:13][CH:12]([C:15]3[CH:20]=[CH:19][C:18]([CH2:21][CH2:22][C:23](OCC)=[O:24])=[CH:17][CH:16]=3)[C:11]=2[C:28]=1[CH3:29])=[O:5]. (10) Given the product [Cl:12][C:13]1[C:14]([N+:20]([O-:22])=[O:21])=[C:15]([CH:16]=[CH:17][CH:18]=1)[NH:11][C:7]1[CH:8]=[CH:9][CH:10]=[C:5]([O:4][CH3:3])[CH:6]=1, predict the reactants needed to synthesize it. The reactants are: [H-].[Na+].[CH3:3][O:4][C:5]1[CH:10]=[CH:9][CH:8]=[C:7]([NH2:11])[CH:6]=1.[Cl:12][C:13]1[CH:18]=[CH:17][CH:16]=[C:15](Cl)[C:14]=1[N+:20]([O-:22])=[O:21].Cl.